Dataset: Experimentally validated miRNA-target interactions with 360,000+ pairs, plus equal number of negative samples. Task: Binary Classification. Given a miRNA mature sequence and a target amino acid sequence, predict their likelihood of interaction. (1) The miRNA is mmu-miR-324-3p with sequence CCACUGCCCCAGGUGCUGCU. The protein sequence of the target gene is MDFSKFLADDFDVKDWINAAFRAGPKDGAAGKADGHAATLVMKLQLFIQEVNHAVEETSLQALQNMPKVLRDVEALKQEASFLKEQMILVKEDIKKFEQDTSQSMQVLVEIDQVKSRMQLAAESLQEADKWSTLSADIEETFKTQDIAVISAKLTGMQNSLMMLVDTPDYSEKCVHLEALKNRLEALASPQIVAAFTSQSVDQSKVFVKVFTEIDRMPQLLAYYYKCHKVQLLATWQELCQSDLPLDRQLTGLYDALLGAWHTQTQWATQVFKNPHEVVTVLLIQTLGALVPSLPMCLSA.... Result: 1 (interaction). (2) The miRNA is mmu-miR-7116-3p with sequence UUUUUUUCCUUUGCCUUCUCAG. The protein sequence of the target gene is MARESRESTTLDSHSAEDQMELLVIKVEQEESSPLAEETSWLGSPGPDRSRQRFRAFRYPEAAGPRQALSRLRELCRQWLRPDMHSKEQILELLVLEQFLTILPGELQAWVREQHPDSGEEVVALLEYLDRQLDDTPPQVPDDDDGQELLCSKAVLLTSAQGSESSQMEPVEPLLKQESLGSLPSEVRVTHVGHCGEDGVTATRLTSELQGLLKMEDVAPVLSPRWTEQDSSQMNLYKDGMQEHSGSLVSLDQDMQTKVRDLPRAEEYRDQKPEQTVCFLGEDTVPIPTGAEASEQEGKL.... Result: 0 (no interaction). (3) The miRNA is hsa-miR-6131 with sequence GGCUGGUCAGAUGGGAGUG. The protein sequence of the target gene is MPRTMIPPGECTYAGRKRRRPLQKQRPAVGAEKSNPSKRHRDRLNAELDHLASLLPFPPDIISKLDKLSVLRLSVSYLRVKSFFQVVQEQSSRQPAAGAPSPGDSCPLAGSAVLEGRLLLESLNGFALVVSAEGTIFYASATIVDYLGFHQTDVMHQNIYDYIHVDDRQDFCRQLHWAMDPPQVVFGQPPPLETGDDAILGRLLRAQEWGTGTPTEYSAFLTRCFICRVRCLLDSTSGFLTMQFQGKLKFLFGQKKKAPSGAMLPPRLSLFCIAAPVLLPSAAEMKMRSALLRAKPRADT.... Result: 0 (no interaction). (4) The miRNA is hsa-miR-30c-1-3p with sequence CUGGGAGAGGGUUGUUUACUCC. The protein sequence of the target gene is MGSVGSQRLEEPSVAGTPDPGVVMSFTFDSHQLEEAAEAAQGQGLRARGVPAFTDTTLDEPVPDDRYHAIYFAMLLAGVGFLLPYNSFITDVDYLHHKYPGTSIVFDMSLTYILVALAAVLLNNVLVERLTLHTRITAGYLLALGPLLFISICDVWLQLFSRDQAYAINLAAVGTVAFGCTVQQSSFYGYTGMLPKRYTQGVMTGESTAGVMISLSRILTKLLLPDERASTLIFFLVSVALELLCFLLHLLVRRSRFVLFYTTRPRDSHRGRPGLGRGYGYRVHHDVVAGDVHFEHPAPA.... Result: 1 (interaction). (5) The miRNA is dme-miR-7-5p with sequence UGGAAGACUAGUGAUUUUGUUGU. The protein sequence of the target gene is MASKAKKRAVGNGIQRPLGAPGQREEEEEEEDEVEDEEEDEDDSDEEEDEVDEIVDEEVNIEFEAYSISDNDYGGIKKLLQQLFLKAPVNTAELTNLLMQQNHIGSVIKQTDVSEDSDDEVDEDEIFGFISLLNLTERKGTQCAEQIKELVLSFCEKTCEQSMVEQLDKLLNDTSKPVGLLLSERFINVPPQIALPMHQQLQKELSEARRTNKPCGKCCFYLLISKTFMEAGKSSSRKRQDSLQQGALMFANAEEEFFYEKAILKFSYSVQGESDTRLGGRWSFDDVPMTPLRTVMVIPD.... Result: 0 (no interaction). (6) The miRNA is hsa-miR-5680 with sequence GAGAAAUGCUGGACUAAUCUGC. The protein sequence of the target gene is MSLHGKRKEIYKYEAPWTVYAMNWSVRPDKRFRLALGSFVEEYNNKVQLVGLDEESSEFICRNTFDHPYPTTKLMWIPDTKGVYPDLLATSGDYLRVWRVGETETRLECLLNNNKNSDFCAPLTSFDWNEVDPYLLGTSSIDTTCTIWGLETGQVLGRVNLVSGHVKTQLIAHDKEVYDIAFSRAGGGRDMFASVGADGSVRMFDLRHLEHSTIIYEDPQHHPLLRLCWNKQDPNYLATMAMDGMEVVILDVRVPCTPVARLNNHRACVNGIAWAPHSSCHICTAADDHQALIWDIQQMP.... Result: 1 (interaction).